This data is from Reaction yield outcomes from USPTO patents with 853,638 reactions. The task is: Predict the reaction yield, written as a fraction of the theoretical maximum amount of product (1.0 means a 100% yield; for example, 0.34 means a 34% yield). (1) The reactants are [CH3:1][C:2]1([CH3:5])[CH2:4][NH:3]1.[OH:6][C:7]1[CH:22]=[CH:21][C:10]([C:11]([O:13][CH2:14][C:15]2[CH:20]=[CH:19][CH:18]=[CH:17][CH:16]=2)=[O:12])=[CH:9][CH:8]=1. The catalyst is C(Cl)(Cl)Cl.ClCCl. The product is [NH2:3][C:2]([CH3:1])([CH3:5])[CH2:4][O:6][C:7]1[CH:22]=[CH:21][C:10]([C:11]([O:13][CH2:14][C:15]2[CH:20]=[CH:19][CH:18]=[CH:17][CH:16]=2)=[O:12])=[CH:9][CH:8]=1. The yield is 0.250. (2) The reactants are [CH3:1][O:2][C:3]1[C:12]([NH:13][C:14](=[S:22])OC2C=CC=CC=2)=[N:11][C:10]2[C:5](=[CH:6][CH:7]=[CH:8][CH:9]=2)[N:4]=1.[CH2:23]([C:25]1[CH:30]=[CH:29][CH:28]=[CH:27][C:26]=1[N:31]1[CH2:36][CH2:35][NH:34][CH2:33][CH2:32]1)[CH3:24]. No catalyst specified. The product is [CH3:1][O:2][C:3]1[C:12]([NH:13][C:14]([N:34]2[CH2:35][CH2:36][N:31]([C:26]3[CH:27]=[CH:28][CH:29]=[CH:30][C:25]=3[CH2:23][CH3:24])[CH2:32][CH2:33]2)=[S:22])=[N:11][C:10]2[C:5](=[CH:6][CH:7]=[CH:8][CH:9]=2)[N:4]=1. The yield is 0.607. (3) The reactants are [F:1][C:2]1[CH:3]=[CH:4][C:5]([O:18][CH3:19])=[C:6]([CH:8]([OH:17])[C:9]#[C:10][C:11]2[CH:16]=[CH:15][CH:14]=[CH:13][CH:12]=2)[CH:7]=1.COC1C=C([F:30])C(F)=CC=1C=O. No catalyst specified. The product is [C:11]1([C:10]#[C:9][CH:8]([C:6]2[CH:7]=[C:2]([F:1])[C:3]([F:30])=[CH:4][C:5]=2[O:18][CH3:19])[OH:17])[CH:12]=[CH:13][CH:14]=[CH:15][CH:16]=1. The yield is 0.970. (4) The reactants are [I:1][C:2]1[CH:9]=[CH:8][C:5]([CH2:6]Br)=[CH:4][CH:3]=1.[CH3:10][NH:11][CH3:12]. No catalyst specified. The product is [CH3:10][N:11]([CH2:6][C:5]1[CH:8]=[CH:9][C:2]([I:1])=[CH:3][CH:4]=1)[CH3:12]. The yield is 0.800. (5) The reactants are [NH2:1][C:2]1[S:3][C:4]2[CH2:15][C:14]([CH3:21])([C:16]([O:18][CH2:19][CH3:20])=[O:17])[CH2:13][CH2:12][C:5]=2[C:6]=1[C:7](OCC)=[O:8].C(O)(=O)C.[CH:26](=N)[NH2:27]. The catalyst is CN(C)C(=O)C. The product is [OH:8][C:7]1[C:6]2[C:5]3[CH2:12][CH2:13][C:14]([CH3:21])([C:16]([O:18][CH2:19][CH3:20])=[O:17])[CH2:15][C:4]=3[S:3][C:2]=2[N:1]=[CH:26][N:27]=1. The yield is 0.880.